Task: Regression. Given two drug SMILES strings and cell line genomic features, predict the synergy score measuring deviation from expected non-interaction effect.. Dataset: NCI-60 drug combinations with 297,098 pairs across 59 cell lines Drug 1: CN(C)C1=NC(=NC(=N1)N(C)C)N(C)C. Drug 2: C1=NC2=C(N1)C(=S)N=CN2. Cell line: KM12. Synergy scores: CSS=31.6, Synergy_ZIP=-4.22, Synergy_Bliss=-2.94, Synergy_Loewe=-9.55, Synergy_HSA=2.25.